From a dataset of Full USPTO retrosynthesis dataset with 1.9M reactions from patents (1976-2016). Predict the reactants needed to synthesize the given product. (1) Given the product [CH:1]1([C:4]2[N:8]=[C:7]([C:9]3[N:10]=[CH:11][N:12]4[C:18]=3[CH2:17][NH:16][C:15](=[O:30])[C:14]3[CH:31]=[C:32]([CH3:35])[CH:33]=[CH:34][C:13]4=3)[O:6][N:5]=2)[CH2:3][CH2:2]1, predict the reactants needed to synthesize it. The reactants are: [CH:1]1([C:4]2[N:8]=[C:7]([C:9]3[N:10]=[CH:11][N:12]4[C:18]=3[CH2:17][N:16](CC3C=CC(OC)=CC=3OC)[C:15](=[O:30])[C:14]3[CH:31]=[C:32]([CH3:35])[CH:33]=[CH:34][C:13]4=3)[O:6][N:5]=2)[CH2:3][CH2:2]1.FC(F)(F)S(O)(=O)=O. (2) Given the product [C:24]([C:23]1[CH:26]=[CH:27][C:20]([CH2:19][NH:18][C:5](=[O:7])[CH:4]([O:3][CH2:1][CH3:2])[C:8]2[CH:13]=[CH:12][C:11]([O:14][CH3:15])=[CH:10][C:9]=2[F:16])=[C:21]([OH:28])[CH:22]=1)#[N:25], predict the reactants needed to synthesize it. The reactants are: [CH2:1]([O:3][CH:4]([C:8]1[CH:13]=[CH:12][C:11]([O:14][CH3:15])=[CH:10][C:9]=1[F:16])[C:5]([OH:7])=O)[CH3:2].Cl.[NH2:18][CH2:19][C:20]1[CH:27]=[CH:26][C:23]([C:24]#[N:25])=[CH:22][C:21]=1[OH:28]. (3) Given the product [O:1]1[CH:5]=[CH:4][CH:3]=[C:2]1[C:6]1[N:11]=[C:10]([NH:12][C:33]([NH:32][C@H:30]2[CH2:31][C@@H:29]2[C:23]2[CH:28]=[CH:27][CH:26]=[CH:25][CH:24]=2)=[O:34])[CH:9]=[C:8]([N:13]2[CH:17]=[CH:16][CH:15]=[N:14]2)[N:7]=1, predict the reactants needed to synthesize it. The reactants are: [O:1]1[CH:5]=[CH:4][CH:3]=[C:2]1[C:6]1[N:11]=[C:10]([NH2:12])[CH:9]=[C:8]([N:13]2[CH:17]=[CH:16][CH:15]=[N:14]2)[N:7]=1.C([Li])CCC.[C:23]1([C@H:29]2[CH2:31][C@@H:30]2[N:32]=[C:33]=[O:34])[CH:28]=[CH:27][CH:26]=[CH:25][CH:24]=1.O. (4) Given the product [Br:16][C:7]1[CH:8]=[C:9]([C:11]([CH3:14])([CH3:13])[CH3:12])[CH:10]=[C:5]([C:1]([CH3:4])([CH3:3])[CH3:2])[C:6]=1[OH:15], predict the reactants needed to synthesize it. The reactants are: [C:1]([C:5]1[CH:10]=[C:9]([C:11]([CH3:14])([CH3:13])[CH3:12])[CH:8]=[CH:7][C:6]=1[OH:15])([CH3:4])([CH3:3])[CH3:2].[Br:16]Br.O. (5) Given the product [CH:40]1([CH:36]([NH:35][C:29]([C:14]2[C:15](=[O:28])[N:16]([CH2:19][CH2:20][N:21]3[CH2:26][CH2:25][CH2:24][CH2:23][C:22]3=[O:27])[C:17]3[C:12]([C:13]=2[OH:34])=[N:11][CH:10]=[C:9]([CH2:8][C:5]2[CH:6]=[CH:7][C:2]([F:1])=[CH:3][CH:4]=2)[CH:18]=3)=[O:30])[CH2:37][CH2:38][OH:39])[CH2:42][CH2:41]1, predict the reactants needed to synthesize it. The reactants are: [F:1][C:2]1[CH:7]=[CH:6][C:5]([CH2:8][C:9]2[CH:18]=[C:17]3[C:12]([C:13]([OH:34])=[C:14]([C:29](OCC)=[O:30])[C:15](=[O:28])[N:16]3[CH2:19][CH2:20][N:21]3[CH2:26][CH2:25][CH2:24][CH2:23][C:22]3=[O:27])=[N:11][CH:10]=2)=[CH:4][CH:3]=1.[NH2:35][CH:36]([CH:40]1[CH2:42][CH2:41]1)[CH2:37][CH2:38][OH:39]. (6) Given the product [Cl:1][C:2]1[CH:7]=[CH:6][CH:5]=[C:4]([F:8])[C:3]=1[C:9]1[N:13]=[C:12]([C:14]2[C:18]([CH3:19])=[C:17]([Br:21])[S:16][CH:15]=2)[N:11]([CH3:20])[N:10]=1, predict the reactants needed to synthesize it. The reactants are: [Cl:1][C:2]1[CH:7]=[CH:6][CH:5]=[C:4]([F:8])[C:3]=1[C:9]1[N:13]=[C:12]([C:14]2[C:18]([CH3:19])=[CH:17][S:16][CH:15]=2)[N:11]([CH3:20])[N:10]=1.[Br:21]Br.O.